This data is from Full USPTO retrosynthesis dataset with 1.9M reactions from patents (1976-2016). The task is: Predict the reactants needed to synthesize the given product. (1) Given the product [Cl:16][C:17]1[CH:22]=[CH:21][CH:20]=[C:19]([Cl:23])[C:18]=1[CH2:24][C:25]1[C:6]([C:7]([O:9][CH3:10])=[O:8])=[C:1]([CH:2]([CH3:4])[CH3:3])[O:5][N:26]=1, predict the reactants needed to synthesize it. The reactants are: [C:1]([CH2:6][C:7]([O:9][CH3:10])=[O:8])(=[O:5])[CH:2]([CH3:4])[CH3:3].C[O-].[Na+].CO.[Cl:16][C:17]1[CH:22]=[CH:21][CH:20]=[C:19]([Cl:23])[C:18]=1[CH2:24][C:25](Cl)=[N:26]O. (2) Given the product [ClH:18].[Cl:11][CH2:9][C:8]([C:3]1[CH:4]=[N:5][CH:6]=[CH:7][C:2]=1[CH3:1])=[O:10], predict the reactants needed to synthesize it. The reactants are: [CH3:1][C:2]1[CH:7]=[CH:6][N:5]=[CH:4][C:3]=1[C:8](=[O:10])[CH3:9].[ClH:11].CCOCC.Cl.[Cl:18]N1C(=O)CCC1=O. (3) Given the product [Si:1]([O:8][CH2:9][C:10]1[CH:11]=[C:12]([CH:15]=[CH:16][N:17]=1)[C:13](=[NH:14])[NH:19][OH:20])([C:4]([CH3:7])([CH3:6])[CH3:5])([CH3:3])[CH3:2], predict the reactants needed to synthesize it. The reactants are: [Si:1]([O:8][CH2:9][C:10]1[CH:11]=[C:12]([CH:15]=[CH:16][N:17]=1)[C:13]#[N:14])([C:4]([CH3:7])([CH3:6])[CH3:5])([CH3:3])[CH3:2].Cl.[NH2:19][OH:20].C([O-])([O-])=O.[Na+].[Na+].